This data is from NCI-60 drug combinations with 297,098 pairs across 59 cell lines. The task is: Regression. Given two drug SMILES strings and cell line genomic features, predict the synergy score measuring deviation from expected non-interaction effect. Drug 1: C1CC(=O)NC(=O)C1N2CC3=C(C2=O)C=CC=C3N. Drug 2: CC1=C(C=C(C=C1)C(=O)NC2=CC(=CC(=C2)C(F)(F)F)N3C=C(N=C3)C)NC4=NC=CC(=N4)C5=CN=CC=C5. Cell line: SNB-19. Synergy scores: CSS=2.35, Synergy_ZIP=0.703, Synergy_Bliss=0.636, Synergy_Loewe=-0.864, Synergy_HSA=-2.06.